From a dataset of Catalyst prediction with 721,799 reactions and 888 catalyst types from USPTO. Predict which catalyst facilitates the given reaction. Reactant: Cl.[N:2]1[CH:7]=[CH:6][CH:5]=[CH:4][C:3]=1[C:8]1[CH2:9][CH2:10][NH:11][CH2:12][CH:13]=1.C=O.[Cl:16][C:17]1[CH:18]=[C:19]([CH:23]=[CH:24][CH:25]=1)[C:20]([NH2:22])=[O:21].[C:26](=O)([O-])[O-].[K+].[K+]. Product: [Cl:16][C:17]1[CH:18]=[C:19]([CH:23]=[CH:24][CH:25]=1)[C:20]([NH:22][CH2:26][N:11]1[CH2:10][CH:9]=[C:8]([C:3]2[CH:4]=[CH:5][CH:6]=[CH:7][N:2]=2)[CH2:13][CH2:12]1)=[O:21]. The catalyst class is: 8.